This data is from Catalyst prediction with 721,799 reactions and 888 catalyst types from USPTO. The task is: Predict which catalyst facilitates the given reaction. (1) Reactant: [OH:1][C:2]1[CH:3]=[C:4]([CH:15]=[C:16]([O:18][C@@H:19]([CH3:23])[CH2:20][O:21][CH3:22])[CH:17]=1)[C:5]([NH:7][C:8]1[CH:13]=[N:12][C:11]([CH3:14])=[CH:10][N:9]=1)=[O:6].F[C:25]1[CH:30]=[C:29](F)[C:28]([F:32])=[CH:27][C:26]=1[S:33]([CH:36]1[CH2:40][CH2:39][O:38]C1=O)(=[O:35])=[O:34].C(=O)([O-])[O-].[K+].[K+].O. Product: [F:32][C:28]1[C:29]([O:1][C:2]2[CH:3]=[C:4]([CH:15]=[C:16]([O:18][C@@H:19]([CH3:23])[CH2:20][O:21][CH3:22])[CH:17]=2)[C:5]([NH:7][C:8]2[CH:13]=[N:12][C:11]([CH3:14])=[CH:10][N:9]=2)=[O:6])=[CH:30][C:25]2[O:38][CH2:39][CH2:40][CH2:36][S:33](=[O:35])(=[O:34])[C:26]=2[CH:27]=1. The catalyst class is: 10. (2) Reactant: C1(O[C:8](=[O:42])[O:9][CH2:10][N:11]2[C:20]3[C:15](=[CH:16][CH:17]=[C:18]([O:21][CH2:22][CH2:23][CH2:24][CH2:25][N:26]4[CH2:31][CH2:30][N:29]([C:32]5[C:40]6[CH:39]=[CH:38][S:37][C:36]=6[CH:35]=[CH:34][CH:33]=5)[CH2:28][CH2:27]4)[CH:19]=3)[CH:14]=[CH:13][C:12]2=[O:41])C=CC=CC=1.[NH:43]1[CH2:48][CH2:47][CH2:46][CH2:45][CH2:44]1.O. Product: [S:37]1[CH:38]=[CH:39][C:40]2[C:32]([N:29]3[CH2:28][CH2:27][N:26]([CH2:25][CH2:24][CH2:23][CH2:22][O:21][C:18]4[CH:19]=[C:20]5[C:15]([CH:14]=[CH:13][C:12](=[O:41])[N:11]5[CH2:10][O:9][C:8]([N:43]5[CH2:48][CH2:47][CH2:46][CH2:45][CH2:44]5)=[O:42])=[CH:16][CH:17]=4)[CH2:31][CH2:30]3)=[CH:33][CH:34]=[CH:35][C:36]1=2. The catalyst class is: 1. (3) Reactant: COC1C=CC(P2(SP(C3C=CC(OC)=CC=3)(=S)S2)=[S:10])=CC=1.[C:23]([O:26][CH2:27][CH2:28][CH2:29][CH2:30][CH2:31][CH2:32][CH2:33][CH2:34][O:35][C:36]1[CH:41]=[CH:40][NH:39][C:38](=O)[C:37]=1[CH3:43])(=[O:25])[CH3:24]. Product: [C:23]([O:26][CH2:27][CH2:28][CH2:29][CH2:30][CH2:31][CH2:32][CH2:33][CH2:34][O:35][C:36]1[CH:41]=[CH:40][NH:39][C:38](=[S:10])[C:37]=1[CH3:43])(=[O:25])[CH3:24]. The catalyst class is: 11. (4) Reactant: [CH2:1]([N:8]1[C:12]([CH3:13])=[C:11]([I:14])[CH:10]=[C:9]1[C:15]([OH:17])=O)[C:2]1[CH:7]=[CH:6][CH:5]=[CH:4][CH:3]=1.C(N1C=CN=C1)([N:20]1C=CN=C1)=O.[OH-].[NH4+]. Product: [CH2:1]([N:8]1[C:12]([CH3:13])=[C:11]([I:14])[CH:10]=[C:9]1[C:15]([NH2:20])=[O:17])[C:2]1[CH:7]=[CH:6][CH:5]=[CH:4][CH:3]=1. The catalyst class is: 7. (5) Reactant: [C:1](=[O:4])([O-])[O-:2].[Cs+].[Cs+].[CH2:7]1[CH2:11][O:10][CH2:9][CH2:8]1.[OH2:12].[C:13]1(C)[CH:18]=[CH:17][CH:16]=[CH:15][CH:14]=1. Product: [OH:12][C:13]1[CH:14]=[C:15]([C:8]2[CH:7]=[CH:11][O:10][C:9]=2[C:1]([OH:2])=[O:4])[CH:16]=[CH:17][CH:18]=1. The catalyst class is: 73. (6) Reactant: [OH:1][CH:2]1[CH2:5][N:4]([C:6]([O:8][CH2:9][C:10]2[CH:15]=[CH:14][CH:13]=[CH:12][CH:11]=2)=[O:7])[CH2:3]1.CC(OI1(OC(C)=O)(OC(C)=O)OC(=O)C2C=CC=CC1=2)=O. Product: [O:1]=[C:2]1[CH2:5][N:4]([C:6]([O:8][CH2:9][C:10]2[CH:15]=[CH:14][CH:13]=[CH:12][CH:11]=2)=[O:7])[CH2:3]1. The catalyst class is: 4. (7) Reactant: Cl[C:2]1[CH:7]=[C:6]([CH2:8][N:9]2[CH:14]=[C:13]([C:15]3[O:19][N:18]=[C:17]([C:20]4[CH:25]=[CH:24][C:23]([O:26][C:27]([F:30])([F:29])[F:28])=[CH:22][CH:21]=4)[N:16]=3)[CH:12]=[CH:11][C:10]2=[O:31])[CH:5]=[CH:4][N:3]=1.[C:32]([CH:34]1[CH2:39][CH2:38][NH:37][CH2:36][CH2:35]1)#[N:33]. Product: [O:31]=[C:10]1[CH:11]=[CH:12][C:13]([C:15]2[O:19][N:18]=[C:17]([C:20]3[CH:25]=[CH:24][C:23]([O:26][C:27]([F:30])([F:29])[F:28])=[CH:22][CH:21]=3)[N:16]=2)=[CH:14][N:9]1[CH2:8][C:6]1[CH:5]=[CH:4][N:3]=[C:2]([N:37]2[CH2:38][CH2:39][CH:34]([C:32]#[N:33])[CH2:35][CH2:36]2)[CH:7]=1. The catalyst class is: 5. (8) Reactant: [C:1]1([CH2:7][SH:8])[CH:6]=[CH:5][CH:4]=[CH:3][CH:2]=1.C([O-])([O-])=O.[K+].[K+].Cl[C:16]1[C:21]([CH3:22])=[CH:20][C:19]([N+:23]([O-:25])=[O:24])=[CH:18][N:17]=1. Product: [CH2:7]([S:8][C:16]1[C:21]([CH3:22])=[CH:20][C:19]([N+:23]([O-:25])=[O:24])=[CH:18][N:17]=1)[C:1]1[CH:6]=[CH:5][CH:4]=[CH:3][CH:2]=1. The catalyst class is: 1.